From a dataset of Forward reaction prediction with 1.9M reactions from USPTO patents (1976-2016). Predict the product of the given reaction. Given the reactants [F:1][C:2]([F:48])([F:47])[C:3]1[CH:4]=[C:5]([C@@H:13]2[C@@H:17]3[CH2:18][CH2:19][CH2:20][C@@H:21]([C:22]4[CH:27]=[C:26]([C:28]([F:31])([F:30])[F:29])[CH:25]=[CH:24][C:23]=4[C:32]4[C:37]([O:38][CH3:39])=[CH:36][CH:35]=[C:34]([CH2:40][CH2:41][C:42]([NH:44][NH2:45])=[O:43])[CH:33]=4)[N:16]3[C:15](=[O:46])[O:14]2)[CH:6]=[C:7]([C:9]([F:12])([F:11])[F:10])[CH:8]=1.C(=O)(O)[O-].[Na+].O.[N:55]#[C:56]Br, predict the reaction product. The product is: [NH2:55][C:56]1[O:43][C:42]([CH2:41][CH2:40][C:34]2[CH:35]=[CH:36][C:37]([O:38][CH3:39])=[C:32]([C:23]3[CH:24]=[CH:25][C:26]([C:28]([F:31])([F:30])[F:29])=[CH:27][C:22]=3[C@H:21]3[N:16]4[C:15](=[O:46])[O:14][C@H:13]([C:5]5[CH:4]=[C:3]([C:2]([F:1])([F:47])[F:48])[CH:8]=[C:7]([C:9]([F:11])([F:10])[F:12])[CH:6]=5)[C@@H:17]4[CH2:18][CH2:19][CH2:20]3)[CH:33]=2)=[N:44][N:45]=1.